Dataset: Catalyst prediction with 721,799 reactions and 888 catalyst types from USPTO. Task: Predict which catalyst facilitates the given reaction. (1) Reactant: Cl[Si:2](Cl)([CH3:4])[CH3:3].[OH:6][C:7]1[CH:12]=[CH:11][CH:10]=[CH:9][C:8]=1[C:13]1[NH:14][C:15]2[CH:21]=[CH:20][CH:19]=[CH:18][C:16]=2[N:17]=1.C(N(CC)CC)C. Product: [CH3:3][Si:2]1([CH3:4])[N:14]2[C:13](=[N:17][C:16]3[C:15]2=[CH:21][CH:20]=[CH:19][CH:18]=3)[C:8]2[CH:9]=[CH:10][CH:11]=[CH:12][C:7]=2[O:6]1. The catalyst class is: 1. (2) Reactant: [H-].[Na+].[Cl:3][C:4]1[CH:9]=[C:8]([Cl:10])[CH:7]=[CH:6][C:5]=1[OH:11].BrC[O:14][C:15](=[O:17])[CH3:16].O. Product: [Cl:3][C:4]1[CH:9]=[C:8]([Cl:10])[CH:7]=[CH:6][C:5]=1[O:11][CH2:16][C:15]([OH:17])=[O:14]. The catalyst class is: 9. (3) Reactant: [F:1][C:2]1[CH:10]=[C:9]2[C:5]([CH:6]=[N:7][N:8]2[CH3:11])=[CH:4][C:3]=1[CH:12]([C:14]1[N:18]2[N:19]=[C:20]([C:23](=O)[CH3:24])[CH:21]=[CH:22][C:17]2=[N:16][CH:15]=1)[CH3:13].Cl.[NH:27]([C:29]([NH2:31])=[O:30])[NH2:28]. Product: [F:1][C:2]1[CH:10]=[C:9]2[C:5]([CH:6]=[N:7][N:8]2[CH3:11])=[CH:4][C:3]=1[CH:12]([C:14]1[N:18]2[N:19]=[C:20](/[C:23](=[N:28]/[NH:27][C:29]([NH2:31])=[O:30])/[CH3:24])[CH:21]=[CH:22][C:17]2=[N:16][CH:15]=1)[CH3:13]. The catalyst class is: 5. (4) Reactant: [CH3:1][C:2]([C:5]1[CH:6]=[C:7]([S:16][C:17]([S:20][C:21]2[CH:26]=[C:25]([C:27]([CH3:30])([CH3:29])[CH3:28])[C:24]([OH:31])=[C:23]([C:32]([CH3:35])([CH3:34])[CH3:33])[CH:22]=2)([CH3:19])[CH3:18])[CH:8]=[C:9]([C:12]([CH3:15])([CH3:14])[CH3:13])[C:10]=1[OH:11])([CH3:4])[CH3:3].I[CH2:37][C:38]([O:40][CH2:41][CH3:42])=[O:39].[F-].[K+]. Product: [CH2:41]([O:40][C:38](=[O:39])[CH2:37][O:11][C:10]1[C:9]([C:12]([CH3:13])([CH3:14])[CH3:15])=[CH:8][C:7]([S:16][C:17]([S:20][C:21]2[CH:22]=[C:23]([C:32]([CH3:35])([CH3:34])[CH3:33])[C:24]([OH:31])=[C:25]([C:27]([CH3:30])([CH3:29])[CH3:28])[CH:26]=2)([CH3:18])[CH3:19])=[CH:6][C:5]=1[C:2]([CH3:1])([CH3:3])[CH3:4])[CH3:42]. The catalyst class is: 869. (5) Reactant: C[O:2][C:3](=[O:33])[C@H:4]([NH:13][C:14]([C:16]1[CH:21]=[C:20]([N:22]2[CH2:31][CH2:30][C:29]3[C:24](=[CH:25][CH:26]=[CH:27][CH:28]=3)[CH2:23]2)[N:19]=[C:18]([Cl:32])[N:17]=1)=[O:15])[CH2:5][C:6]1[CH:11]=[CH:10][C:9]([Cl:12])=[CH:8][CH:7]=1.[OH-].[Li+]. Product: [Cl:32][C:18]1[N:17]=[C:16]([C:14]([NH:13][C@H:4]([CH2:5][C:6]2[CH:7]=[CH:8][C:9]([Cl:12])=[CH:10][CH:11]=2)[C:3]([OH:33])=[O:2])=[O:15])[CH:21]=[C:20]([N:22]2[CH2:31][CH2:30][C:29]3[C:24](=[CH:25][CH:26]=[CH:27][CH:28]=3)[CH2:23]2)[N:19]=1. The catalyst class is: 5.